Dataset: Reaction yield outcomes from USPTO patents with 853,638 reactions. Task: Predict the reaction yield, written as a fraction of the theoretical maximum amount of product (1.0 means a 100% yield; for example, 0.34 means a 34% yield). (1) The reactants are [O:1]=[C:2]1[C:7]([CH2:8][C:9]2[CH:14]=[CH:13][C:12]([C:15]3[C:16]([C:21]#[N:22])=[CH:17][CH:18]=[CH:19][CH:20]=3)=[CH:11][CH:10]=2)=[C:6]([CH2:23][CH2:24][CH3:25])[N:5]2[N:26]=[CH:27][N:28]=[C:4]2[N:3]1[CH:29]1[CH2:41][CH2:40][C:32]2([O:36][C@H:35]3[CH2:37][O:38][CH2:39][C@H:34]3[O:33]2)[CH2:31][CH2:30]1.C([BH3-])#N.[Na+].O1CCCC1. The catalyst is C(OCC)(=O)C. The product is [OH:36][C@H:35]1[CH2:37][O:38][CH2:39][C@H:34]1[O:33][C@H:32]1[CH2:31][CH2:30][C@H:29]([N:3]2[C:2](=[O:1])[C:7]([CH2:8][C:9]3[CH:14]=[CH:13][C:12]([C:15]4[C:16]([C:21]#[N:22])=[CH:17][CH:18]=[CH:19][CH:20]=4)=[CH:11][CH:10]=3)=[C:6]([CH2:23][CH2:24][CH3:25])[N:5]3[N:26]=[CH:27][N:28]=[C:4]23)[CH2:41][CH2:40]1. The yield is 0.180. (2) The reactants are C([O:8][C:9]1[C:14]([C:15]([CH3:18])([CH3:17])[CH3:16])=[CH:13][CH:12]=[CH:11][C:10]=1[C:19]1[CH:24]=[CH:23][CH:22]=[C:21]([C:25]([C:27]2[CH:32]=[CH:31][CH:30]=[CH:29][C:28]=2[O:33][CH3:34])=[CH2:26])[CH:20]=1)C1C=CC=CC=1. The catalyst is CO.C(OCC)(=O)C.[Pd]. The product is [C:15]([C:14]1[CH:13]=[CH:12][CH:11]=[C:10]([C:19]2[CH:24]=[CH:23][CH:22]=[C:21]([CH:25]([C:27]3[CH:32]=[CH:31][CH:30]=[CH:29][C:28]=3[O:33][CH3:34])[CH3:26])[CH:20]=2)[C:9]=1[OH:8])([CH3:16])([CH3:17])[CH3:18]. The yield is 0.960. (3) The reactants are Cl[C:2]1[CH:7]=[CH:6][C:5]([N+:8]([O-:10])=[O:9])=[CH:4][N:3]=1.[CH3:11][NH:12][CH2:13][CH2:14][N:15]1[CH2:20][CH2:19][O:18][CH2:17][CH2:16]1. No catalyst specified. The product is [CH3:11][N:12]([CH2:13][CH2:14][N:15]1[CH2:20][CH2:19][O:18][CH2:17][CH2:16]1)[C:2]1[CH:7]=[CH:6][C:5]([N+:8]([O-:10])=[O:9])=[CH:4][N:3]=1. The yield is 0.940. (4) The reactants are [Cl:1][C:2]1[C:9]([CH3:10])=[C:8]([NH:11][C@@H:12]([C:16]2[O:17][C:18]([C:21]3[CH:26]=[CH:25][C:24]([C:27]#[N:28])=[CH:23][CH:22]=3)=[N:19][N:20]=2)[C@@H:13]([OH:15])[CH3:14])[CH:7]=[CH:6][C:3]=1[C:4]#[N:5].N1C=CC=CC=1.[C:35](Cl)(=[O:39])[CH2:36][CH2:37][CH3:38]. The catalyst is C(Cl)Cl. The product is [C:35]([O:15][C@@H:13]([CH3:14])[C@@H:12]([NH:11][C:8]1[CH:7]=[CH:6][C:3]([C:4]#[N:5])=[C:2]([Cl:1])[C:9]=1[CH3:10])[C:16]1[O:17][C:18]([C:21]2[CH:22]=[CH:23][C:24]([C:27]#[N:28])=[CH:25][CH:26]=2)=[N:19][N:20]=1)(=[O:39])[CH2:36][CH2:37][CH3:38]. The yield is 0.600.